The task is: Predict the reaction yield, written as a fraction of the theoretical maximum amount of product (1.0 means a 100% yield; for example, 0.34 means a 34% yield).. This data is from Reaction yield outcomes from USPTO patents with 853,638 reactions. (1) The reactants are [F:1][C:2]1[CH:19]=[CH:18][CH:17]=[CH:16][C:3]=1[CH2:4][N:5]1[C:9]([OH:10])=[CH:8][C:7]([C:11]([O:13][CH2:14][CH3:15])=[O:12])=[N:6]1.[CH3:20]C(C)=O.C(=O)([O-])[O-].[K+].[K+]. No catalyst specified. The product is [F:1][C:2]1[CH:19]=[CH:18][CH:17]=[CH:16][C:3]=1[CH2:4][N:5]1[C:9]([O:10][CH3:20])=[CH:8][C:7]([C:11]([O:13][CH2:14][CH3:15])=[O:12])=[N:6]1. The yield is 0.850. (2) The reactants are O[C:2]1[C:11]2[C:6](=[N:7][CH:8]=[CH:9][CH:10]=2)[N:5]([C:12]2[CH:17]=[CH:16][CH:15]=[CH:14][CH:13]=2)[C:4](=[O:18])[C:3]=1[C:19](=O)[CH2:20][CH2:21][C:22]1[CH:23]=[N:24][CH:25]=[CH:26][CH:27]=1.O.[NH2:30][NH2:31]. The catalyst is C(O)C. The product is [C:12]1([N:5]2[C:6]3[N:7]=[CH:8][CH:9]=[CH:10][C:11]=3[C:2]3[NH:30][N:31]=[C:19]([CH2:20][CH2:21][C:22]4[CH:23]=[N:24][CH:25]=[CH:26][CH:27]=4)[C:3]=3[C:4]2=[O:18])[CH:17]=[CH:16][CH:15]=[CH:14][CH:13]=1. The yield is 0.780. (3) The reactants are [Al](Cl)(CC)CC.[C:7](Cl)(=[O:9])[CH3:8].[CH3:11][O:12][C:13]1[CH:14]=[C:15]([NH:21][C:22]([C:24]2[S:25][CH:26]=[C:27]([CH:29]([CH3:31])[CH3:30])[N:28]=2)=[O:23])[CH:16]=[C:17]([O:19][CH3:20])[CH:18]=1. The product is [C:7]([C:14]1[C:13]([O:12][CH3:11])=[CH:18][C:17]([O:19][CH3:20])=[CH:16][C:15]=1[NH:21][C:22]([C:24]1[S:25][CH:26]=[C:27]([CH:29]([CH3:31])[CH3:30])[N:28]=1)=[O:23])(=[O:9])[CH3:8]. The catalyst is C(Cl)Cl. The yield is 0.820. (4) The reactants are [NH2:1][C:2]1[CH:10]=[CH:9][C:5]([CH2:6][C:7]#[N:8])=[CH:4][CH:3]=1.[Cl:11][C:12]1[C:17]([Cl:18])=[CH:16][CH:15]=[CH:14][C:13]=1[S:19](Cl)(=[O:21])=[O:20]. The catalyst is N1C=CC=CC=1.C1COCC1. The yield is 0.860. The product is [Cl:11][C:12]1[C:17]([Cl:18])=[CH:16][CH:15]=[CH:14][C:13]=1[S:19]([NH:1][C:2]1[CH:10]=[CH:9][C:5]([CH2:6][C:7]#[N:8])=[CH:4][CH:3]=1)(=[O:21])=[O:20]. (5) The reactants are Cl[C:2]1[N:11]=[C:10]([N:12]([C:14]2[CH:19]=[CH:18][C:17]([O:20][CH3:21])=[CH:16][CH:15]=2)[CH3:13])[C:9]2[C:4](=[CH:5][CH:6]=[CH:7][CH:8]=2)[N:3]=1.[CH3:22][NH:23][CH3:24].CO. No catalyst specified. The product is [CH3:22][N:23]([CH3:24])[C:2]1[N:11]=[C:10]([N:12]([C:14]2[CH:19]=[CH:18][C:17]([O:20][CH3:21])=[CH:16][CH:15]=2)[CH3:13])[C:9]2[C:4](=[CH:5][CH:6]=[CH:7][CH:8]=2)[N:3]=1. The yield is 0.830. (6) The reactants are [CH3:1][O:2][C:3]1[C:26]([O:27][CH3:28])=[CH:25][C:6]2[CH2:7][C:8](=[O:24])[N:9]([CH2:12][CH2:13][CH2:14][N:15](C)[C:16](=O)OC(C)(C)C)[CH:10]=[CH:11][C:5]=2[CH:4]=1.Cl.[OH-].[Na+]. The catalyst is C(O)C.O. The product is [CH3:1][O:2][C:3]1[C:26]([O:27][CH3:28])=[CH:25][C:6]2[CH2:7][C:8](=[O:24])[N:9]([CH2:12][CH2:13][CH2:14][NH:15][CH3:16])[CH:10]=[CH:11][C:5]=2[CH:4]=1. The yield is 0.780. (7) The reactants are [Cl:1][C:2]1[CH:3]=[C:4]([C:8](=[CH:12][C:13]2[CH:17]=[C:16]([C:18]3[CH:23]=[CH:22][C:21]([Cl:24])=[C:20]([Cl:25])[CH:19]=3)[N:15]([C:26]3[CH:31]=[CH:30][C:29]([O:32][CH2:33][CH3:34])=[CH:28][CH:27]=3)[N:14]=2)[C:9]([OH:11])=[O:10])[CH:5]=[CH:6][CH:7]=1.S(NN)(C1C=CC(C)=CC=1)(=O)=O.CC([O-])=O.[Na+]. The catalyst is CCO.O. The product is [Cl:1][C:2]1[CH:3]=[C:4]([CH:8]([CH2:12][C:13]2[CH:17]=[C:16]([C:18]3[CH:23]=[CH:22][C:21]([Cl:24])=[C:20]([Cl:25])[CH:19]=3)[N:15]([C:26]3[CH:27]=[CH:28][C:29]([O:32][CH2:33][CH3:34])=[CH:30][CH:31]=3)[N:14]=2)[C:9]([OH:11])=[O:10])[CH:5]=[CH:6][CH:7]=1. The yield is 0.230.